This data is from Catalyst prediction with 721,799 reactions and 888 catalyst types from USPTO. The task is: Predict which catalyst facilitates the given reaction. (1) Reactant: Cl[C:2]1[N:7]=[C:6]([O:8][CH2:9][C:10]([F:13])([F:12])[F:11])[N:5]=[C:4]([NH:14][CH2:15][C:16]2[O:17][C:18]([CH3:21])=[CH:19][CH:20]=2)[N:3]=1.[N:22]1([C:28]2[CH:29]=[C:30]([NH2:34])[CH:31]=[CH:32][CH:33]=2)[CH2:27][CH2:26][O:25][CH2:24][CH2:23]1.C([O-])([O-])=O.[K+].[K+].CS(C)=O. Product: [CH3:21][C:18]1[O:17][C:16]([CH2:15][NH:14][C:4]2[N:3]=[C:2]([NH:34][C:30]3[CH:31]=[CH:32][CH:33]=[C:28]([N:22]4[CH2:27][CH2:26][O:25][CH2:24][CH2:23]4)[CH:29]=3)[N:7]=[C:6]([O:8][CH2:9][C:10]([F:13])([F:12])[F:11])[N:5]=2)=[CH:20][CH:19]=1. The catalyst class is: 6. (2) Reactant: [NH:1]1[CH2:6][CH2:5][CH:4]([NH:7][C:8](=[O:14])[O:9][C:10]([CH3:13])([CH3:12])[CH3:11])[CH2:3][CH2:2]1.[F:15][C:16]1[CH:21]=[CH:20][C:19]([S:22](Cl)(=[O:24])=[O:23])=[CH:18][CH:17]=1.C(N(CC)CC)C. Product: [F:15][C:16]1[CH:21]=[CH:20][C:19]([S:22]([N:1]2[CH2:2][CH2:3][CH:4]([NH:7][C:8](=[O:14])[O:9][C:10]([CH3:11])([CH3:13])[CH3:12])[CH2:5][CH2:6]2)(=[O:24])=[O:23])=[CH:18][CH:17]=1. The catalyst class is: 7. (3) Reactant: [CH2:1]1[C:3]2([CH2:8][CH2:7][CH:6]([NH:9]C(=O)OC(C)(C)C)[CH2:5][CH2:4]2)[CH2:2]1.[C:17]([OH:23])([C:19]([F:22])([F:21])[F:20])=[O:18]. Product: [F:20][C:19]([F:22])([F:21])[C:17]([OH:23])=[O:18].[CH2:2]1[C:3]2([CH2:8][CH2:7][CH:6]([NH2:9])[CH2:5][CH2:4]2)[CH2:1]1. The catalyst class is: 2. (4) Reactant: [CH3:1][N:2]([CH3:30])[C:3]1[C:12]2[C:7](=[CH:8][CH:9]=[CH:10][CH:11]=2)[N:6]=[C:5](/[CH:13]=[CH:14]/[C:15]2[N:20]=[C:19]([C:21]([O:23]C)=[O:22])[CH:18]=[C:17]([N:25]3[CH2:29][CH2:28][CH2:27][CH2:26]3)[N:16]=2)[N:4]=1.[OH-].[Na+].CO.Cl. The catalyst class is: 7. Product: [CH3:30][N:2]([CH3:1])[C:3]1[C:12]2[C:7](=[CH:8][CH:9]=[CH:10][CH:11]=2)[N:6]=[C:5](/[CH:13]=[CH:14]/[C:15]2[N:20]=[C:19]([C:21]([OH:23])=[O:22])[CH:18]=[C:17]([N:25]3[CH2:29][CH2:28][CH2:27][CH2:26]3)[N:16]=2)[N:4]=1. (5) Reactant: [C:1]1([C:15]([O:17][CH2:18][CH3:19])=[O:16])[CH:6]=[C:5]([C:7]([O-:9])=O)[CH:4]=[C:3]([C:10]([O:12][CH2:13][CH3:14])=[O:11])[CH:2]=1.ON1C2C=CC=CC=2N=N1.Cl.[CH3:31][N:32](C)[CH2:33][CH2:34][CH2:35]N=C=NCC.CNCCC. Product: [CH2:13]([O:12][C:10](=[O:11])[C:3]1[CH:4]=[C:5]([C:7](=[O:9])[N:32]([CH3:31])[CH2:33][CH2:34][CH3:35])[CH:6]=[C:1]([C:15]([O:17][CH2:18][CH3:19])=[O:16])[CH:2]=1)[CH3:14]. The catalyst class is: 4.